From a dataset of Forward reaction prediction with 1.9M reactions from USPTO patents (1976-2016). Predict the product of the given reaction. Given the reactants [C:1]1([C:7]2[O:11][C:10]([SH:12])=[N:9][N:8]=2)[CH:6]=[CH:5][CH:4]=[CH:3][CH:2]=1.C1C(=O)N(Cl)C(=O)C1.[C:21]1([Zn]Br)[CH:26]=[CH:25][CH:24]=[CH:23][CH:22]=1, predict the reaction product. The product is: [C:1]1([C:7]2[O:11][C:10]([S:12][C:21]3[CH:26]=[CH:25][CH:24]=[CH:23][CH:22]=3)=[N:9][N:8]=2)[CH:2]=[CH:3][CH:4]=[CH:5][CH:6]=1.